Dataset: Full USPTO retrosynthesis dataset with 1.9M reactions from patents (1976-2016). Task: Predict the reactants needed to synthesize the given product. (1) Given the product [CH3:1][O:2][C:3]([C:4]1[C:5]([C:16]2[CH:21]=[CH:20][CH:19]=[CH:18][CH:17]=2)=[CH:6][CH:7]=[C:8]([S:10]([CH3:13])(=[O:12])=[O:11])[CH:9]=1)=[O:15], predict the reactants needed to synthesize it. The reactants are: [CH3:1][O:2][C:3](=[O:15])[C:4]1[CH:9]=[C:8]([S:10]([CH3:13])(=[O:12])=[O:11])[CH:7]=[CH:6][C:5]=1I.[C:16]1([Sn](CCCC)(CCCC)CCCC)[CH:21]=[CH:20][CH:19]=[CH:18][CH:17]=1.C1([As](C2C=CC=CC=2)C2C=CC=CC=2)C=CC=CC=1. (2) Given the product [ClH:18].[F:32][C:22]1[C:21]([CH2:20][CH2:19][N:15]2[CH2:16][CH2:17][N:12]([C:8]3[CH:7]=[CH:6][CH:5]=[C:4]4[C:9]=3[CH:10]=[CH:11][C:2]([CH3:1])=[N:3]4)[CH2:13][CH2:14]2)=[CH:31][C:25]2[NH:26][C:27](=[O:30])[CH2:28][O:29][C:24]=2[CH:23]=1, predict the reactants needed to synthesize it. The reactants are: [CH3:1][C:2]1[CH:11]=[CH:10][C:9]2[C:4](=[CH:5][CH:6]=[CH:7][C:8]=2[N:12]2[CH2:17][CH2:16][NH:15][CH2:14][CH2:13]2)[N:3]=1.[Cl:18][CH2:19][CH2:20][C:21]1[C:22]([F:32])=[CH:23][C:24]2[O:29][CH2:28][C:27](=[O:30])[NH:26][C:25]=2[CH:31]=1. (3) Given the product [F:31][C:28]([C:26]1[N:25]([CH2:32][CH:33]2[CH2:38][CH2:37][O:36][CH2:35][CH2:34]2)[C:24]2[CH:39]=[CH:40][C:21]([N:19]([CH3:20])[S:16]([C:13]3[CH:12]=[CH:11][C:10]([NH:9][C:5](=[O:4])[CH2:6][OH:7])=[CH:15][CH:14]=3)(=[O:17])=[O:18])=[CH:22][C:23]=2[N:27]=1)([F:30])[CH3:29], predict the reactants needed to synthesize it. The reactants are: C([O:4][CH2:5][C:6](Cl)=[O:7])(=O)C.[NH2:9][C:10]1[CH:15]=[CH:14][C:13]([S:16]([N:19]([C:21]2[CH:40]=[CH:39][C:24]3[N:25]([CH2:32][CH:33]4[CH2:38][CH2:37][O:36][CH2:35][CH2:34]4)[C:26]([C:28]([F:31])([F:30])[CH3:29])=[N:27][C:23]=3[CH:22]=2)[CH3:20])(=[O:18])=[O:17])=[CH:12][CH:11]=1.CCN(CC)CC. (4) Given the product [O:20]=[C:19]([N:21]1[CH2:22][CH2:23][N:24]([C:27](=[O:38])[C:28]2[CH:33]=[CH:32][CH:31]=[CH:30][C:29]=2[C:34]([F:37])([F:35])[F:36])[CH2:25][CH2:26]1)[CH2:18][NH:17][C:68](=[O:69])[CH2:67][C:61]1[CH:66]=[CH:65][CH:64]=[CH:63][CH:62]=1, predict the reactants needed to synthesize it. The reactants are: CCN(C(C)C)C(C)C.OC(C(F)(F)F)=O.[NH2:17][CH2:18][C:19]([N:21]1[CH2:26][CH2:25][N:24]([C:27](=[O:38])[C:28]2[CH:33]=[CH:32][CH:31]=[CH:30][C:29]=2[C:34]([F:37])([F:36])[F:35])[CH2:23][CH2:22]1)=[O:20].C1C=CC2N(O)N=NC=2C=1.CCN=C=NCCCN(C)C.Cl.[C:61]1([CH2:67][C:68](O)=[O:69])[CH:66]=[CH:65][CH:64]=[CH:63][CH:62]=1. (5) Given the product [CH2:4]([CH:3]([N:6]1[C:17](=[O:18])[CH2:16][C:15](=[O:20])[N:9]([CH:10]([CH2:11][CH3:12])[CH2:13][CH3:14])[C:7]1=[O:8])[CH2:1][CH3:2])[CH3:5], predict the reactants needed to synthesize it. The reactants are: [CH2:1]([CH:3]([NH:6][C:7]([NH:9][CH:10]([CH2:13][CH3:14])[CH2:11][CH3:12])=[O:8])[CH2:4][CH3:5])[CH3:2].[C:15](Cl)(=[O:20])[CH2:16][C:17](Cl)=[O:18].